This data is from Forward reaction prediction with 1.9M reactions from USPTO patents (1976-2016). The task is: Predict the product of the given reaction. (1) The product is: [ClH:1].[Cl:1][C:2]1[CH:31]=[C:30]([OH:32])[CH:29]=[CH:28][C:3]=1[CH2:4][N:5]([C:14]1[CH:19]=[CH:18][C:17]([O:20][CH2:21][CH2:22][N:23]2[CH2:24][CH2:25][CH2:26][CH2:27]2)=[CH:16][CH:15]=1)[C:6]([CH:8]1[CH2:13][CH2:12][CH2:11][CH2:10][CH2:9]1)=[O:7]. Given the reactants [Cl:1][C:2]1[CH:31]=[C:30]([O:32]C2CCCCO2)[CH:29]=[CH:28][C:3]=1[CH2:4][N:5]([C:14]1[CH:19]=[CH:18][C:17]([O:20][CH2:21][CH2:22][N:23]2[CH2:27][CH2:26][CH2:25][CH2:24]2)=[CH:16][CH:15]=1)[C:6]([CH:8]1[CH2:13][CH2:12][CH2:11][CH2:10][CH2:9]1)=[O:7].Cl.C(=O)(O)[O-].[Na+], predict the reaction product. (2) Given the reactants [C:1]([O:5][C:6](=[O:21])[C@@H:7]([NH:11][C:12]1[CH:17]=[CH:16][CH:15]=[CH:14][C:13]=1[N+:18]([O-])=O)[CH2:8][CH2:9][CH3:10])([CH3:4])([CH3:3])[CH3:2], predict the reaction product. The product is: [C:1]([O:5][C:6](=[O:21])[C@@H:7]([NH:11][C:12]1[CH:17]=[CH:16][CH:15]=[CH:14][C:13]=1[NH2:18])[CH2:8][CH2:9][CH3:10])([CH3:2])([CH3:3])[CH3:4]. (3) The product is: [Br:3][C:4]1[CH:24]=[C:7]2[NH:8][CH:9]([C:16]3[C:17]([CH3:23])=[N:18][N:19]([CH3:21])[CH:20]=3)[CH2:10][CH:11]([C:12]([F:13])([F:14])[F:15])[N:6]2[N:5]=1. Given the reactants [BH4-].[Na+].[Br:3][C:4]1[CH:24]=[C:7]2[N:8]=[C:9]([C:16]3[C:17]([CH3:23])=[N:18][N:19]([CH2:21]C)[CH:20]=3)[CH:10]=[C:11]([C:12]([F:15])([F:14])[F:13])[N:6]2[N:5]=1.Cl, predict the reaction product. (4) Given the reactants ClC(Cl)(Cl)C[O:4][C:5](=[O:28])[CH:6]([S:18][CH2:19][CH2:20][C:21]1[CH:26]=[CH:25][C:24]([F:27])=[CH:23][CH:22]=1)[CH2:7][C:8]1[CH:13]=[CH:12][C:11]([CH2:14][C:15]([OH:17])=[O:16])=[CH:10][CH:9]=1.O[CH2:32][C:33]1[CH:38]=[CH:37][C:36]([O:39][S:40]([CH3:43])(=[O:42])=[O:41])=[CH:35][CH:34]=1, predict the reaction product. The product is: [F:27][C:24]1[CH:23]=[CH:22][C:21]([CH2:20][CH2:19][S:18][CH:6]([CH2:7][C:8]2[CH:9]=[CH:10][C:11]([CH2:14][C:15]([O:17][CH2:32][C:33]3[CH:34]=[CH:35][C:36]([O:39][S:40]([CH3:43])(=[O:42])=[O:41])=[CH:37][CH:38]=3)=[O:16])=[CH:12][CH:13]=2)[C:5]([OH:4])=[O:28])=[CH:26][CH:25]=1. (5) Given the reactants [Br:1][C:2]1[CH:3]=[N:4][CH:5]=[C:6]([F:9])[C:7]=1Cl.[F-].[K+].Cl.[NH:13]1[CH2:18][CH2:17][CH:16]([C:19]([O:21][C:22]([CH3:25])([CH3:24])[CH3:23])=[O:20])[CH2:15][CH2:14]1.CCN(C(C)C)C(C)C, predict the reaction product. The product is: [Br:1][C:2]1[CH:3]=[N:4][CH:5]=[C:6]([F:9])[C:7]=1[N:13]1[CH2:18][CH2:17][CH:16]([C:19]([O:21][C:22]([CH3:25])([CH3:24])[CH3:23])=[O:20])[CH2:15][CH2:14]1.